This data is from Peptide-MHC class II binding affinity with 134,281 pairs from IEDB. The task is: Regression. Given a peptide amino acid sequence and an MHC pseudo amino acid sequence, predict their binding affinity value. This is MHC class II binding data. (1) The peptide sequence is EVFFQRLGIASGRARY. The MHC is HLA-DQA10501-DQB10301 with pseudo-sequence HLA-DQA10501-DQB10301. The binding affinity (normalized) is 0.619. (2) The peptide sequence is EGGNIYTKKEAFNVE. The MHC is DRB1_0401 with pseudo-sequence DRB1_0401. The binding affinity (normalized) is 0.119. (3) The peptide sequence is IQHVSVNNLNVGRSPEEILR. The MHC is DRB1_0901 with pseudo-sequence DRB1_0901. The binding affinity (normalized) is 0.235. (4) The peptide sequence is SLRLSCAASGFTFSS. The MHC is DRB4_0101 with pseudo-sequence DRB4_0103. The binding affinity (normalized) is 0.420. (5) The peptide sequence is AFKVAPTAANAAPAN. The MHC is DRB1_1001 with pseudo-sequence DRB1_1001. The binding affinity (normalized) is 0.820.